Dataset: Reaction yield outcomes from USPTO patents with 853,638 reactions. Task: Predict the reaction yield, written as a fraction of the theoretical maximum amount of product (1.0 means a 100% yield; for example, 0.34 means a 34% yield). (1) The reactants are [C:1]([C:3]1[C:4]([CH3:20])=[CH:5][C:6]([CH2:11][NH:12][C:13](=[O:19])[O:14][C:15]([CH3:18])([CH3:17])[CH3:16])=[N:7][C:8]=1[O:9][CH3:10])#[N:2]. The catalyst is CC(O)=O.C(O)C.[Ni]. The product is [NH2:2][CH2:1][C:3]1[C:4]([CH3:20])=[CH:5][C:6]([CH2:11][NH:12][C:13](=[O:19])[O:14][C:15]([CH3:16])([CH3:17])[CH3:18])=[N:7][C:8]=1[O:9][CH3:10]. The yield is 0.880. (2) The reactants are [CH3:1][C:2]1([CH3:27])[CH:6]([C:7]2[CH:12]=[CH:11][C:10]([N:13]3[CH2:18][CH2:17][O:16][CH2:15][CH2:14]3)=[CH:9][CH:8]=2)[C:5]2[C:19]([CH3:26])=[C:20]([OH:25])[C:21]([CH3:24])=[C:22]([CH3:23])[C:4]=2[O:3]1.[CH3:28][O:29][C:30]1[CH:37]=[CH:36][C:33]([CH2:34]Cl)=[CH:32][CH:31]=1. No catalyst specified. The product is [CH3:28][O:29][C:30]1[CH:37]=[CH:36][C:33]([CH2:34][O:25][C:20]2[C:21]([CH3:24])=[C:22]([CH3:23])[C:4]3[O:3][C:2]([CH3:27])([CH3:1])[CH:6]([C:7]4[CH:8]=[CH:9][C:10]([N:13]5[CH2:14][CH2:15][O:16][CH2:17][CH2:18]5)=[CH:11][CH:12]=4)[C:5]=3[C:19]=2[CH3:26])=[CH:32][CH:31]=1. The yield is 0.380. (3) The reactants are [CH2:1]([N:8]1[C:13](=[O:14])[CH:12]=[C:11]([NH:15][CH3:16])[N:10]=[CH:9]1)[C:2]1[CH:7]=[CH:6][CH:5]=[CH:4][CH:3]=1.[CH3:17][CH:18]([C:24]([O:26]CC)=O)[C:19]([O:21]CC)=O.C1(OC2C=CC=CC=2)C=CC=CC=1. The catalyst is C(OCC)C. The product is [CH2:1]([N:8]1[C:13](=[O:14])[C:12]2[C:24]([OH:26])=[C:18]([CH3:17])[C:19](=[O:21])[N:15]([CH3:16])[C:11]=2[N:10]=[CH:9]1)[C:2]1[CH:3]=[CH:4][CH:5]=[CH:6][CH:7]=1. The yield is 0.760. (4) The reactants are [Cl:1][C:2]1[CH:3]=[C:4]([CH:8]([O:19][CH2:20][CH2:21][NH:22][C:23]([O:25][CH3:26])=[O:24])[C:9]2[CH:10]=[C:11]([CH:16]=[CH:17][CH:18]=2)[C:12]([O:14]C)=[O:13])[CH:5]=[CH:6][CH:7]=1. The catalyst is C1COCC1.[OH-].[Na+]. The product is [Cl:1][C:2]1[CH:3]=[C:4]([CH:8]([O:19][CH2:20][CH2:21][NH:22][C:23]([O:25][CH3:26])=[O:24])[C:9]2[CH:10]=[C:11]([CH:16]=[CH:17][CH:18]=2)[C:12]([OH:14])=[O:13])[CH:5]=[CH:6][CH:7]=1. The yield is 0.510. (5) The reactants are [CH2:1]([O:3][C:4](=[O:32])[CH:5]([C:10]1[CH:11]=[C:12]([C:22]2[CH:27]=[CH:26][C:25]([C:28]([F:31])([F:30])[F:29])=[CH:24][CH:23]=2)[CH:13]=[C:14]([CH:16]2[CH2:21][CH2:20][CH2:19][NH:18][CH2:17]2)[CH:15]=1)[CH2:6][CH:7]([CH3:9])[CH3:8])[CH3:2].I[C:34]1[CH:39]=[CH:38][C:37]([C:40]([F:43])([F:42])[F:41])=[CH:36][CH:35]=1.CC(C)([O-])C.[Na+]. The catalyst is C1(C)C=CC=CC=1. The product is [CH2:1]([O:3][C:4](=[O:32])[CH:5]([C:10]1[CH:11]=[C:12]([C:22]2[CH:23]=[CH:24][C:25]([C:28]([F:29])([F:30])[F:31])=[CH:26][CH:27]=2)[CH:13]=[C:14]([CH:16]2[CH2:21][CH2:20][CH2:19][N:18]([C:34]3[CH:39]=[CH:38][C:37]([C:40]([F:43])([F:42])[F:41])=[CH:36][CH:35]=3)[CH2:17]2)[CH:15]=1)[CH2:6][CH:7]([CH3:9])[CH3:8])[CH3:2]. The yield is 0.220. (6) The reactants are ClC1N=C(N[C@H]([C:11]2[N:12]([C:28]3[CH:33]=[CH:32][CH:31]=[CH:30][CH:29]=3)[C:13](=[O:27])[C:14]3[C:19]([CH:20]=2)=[CH:18][CH:17]=[CH:16][C:15]=3[C:21]2[CH:22]=[N:23][N:24]([CH3:26])[CH:25]=2)C)C(I)=CN=1.[OH-].[NH4+]. The catalyst is O1CCOCC1. The product is [CH3:26][N:24]1[CH:25]=[C:21]([C:15]2[CH:16]=[CH:17][CH:18]=[C:19]3[C:14]=2[C:13](=[O:27])[N:12]([C:28]2[CH:33]=[CH:32][CH:31]=[CH:30][CH:29]=2)[CH:11]=[CH:20]3)[CH:22]=[N:23]1. The yield is 0.570. (7) The reactants are [Br:1][C:2]1[CH:3]=[N:4][N:5]([CH3:16])[C:6]=1[C:7]1[CH:8]=[C:9]([C:13]([OH:15])=O)[S:10][C:11]=1[Cl:12].[NH2:17][C@@H:18]([CH2:31][C:32]1[CH:37]=[CH:36][CH:35]=[C:34]([F:38])[CH:33]=1)[CH2:19][N:20]1[C:28](=[O:29])[C:27]2[C:22](=[CH:23][CH:24]=[CH:25][CH:26]=2)[C:21]1=[O:30].CC(OC(N[C@H](C(O)=O)CC1C=CC=CC=1C(F)(F)F)=O)(C)C.C1CN([P+](Br)(N2CCCC2)N2CCCC2)CC1.F[P-](F)(F)(F)(F)F.CCN(C(C)C)C(C)C. The catalyst is C(Cl)(Cl)Cl. The product is [Br:1][C:2]1[CH:3]=[N:4][N:5]([CH3:16])[C:6]=1[C:7]1[CH:8]=[C:9]([C:13]([NH:17][C@@H:18]([CH2:31][C:32]2[CH:37]=[CH:36][CH:35]=[C:34]([F:38])[CH:33]=2)[CH2:19][N:20]2[C:28](=[O:29])[C:27]3[C:22](=[CH:23][CH:24]=[CH:25][CH:26]=3)[C:21]2=[O:30])=[O:15])[S:10][C:11]=1[Cl:12]. The yield is 0.450.